Predict the reactants needed to synthesize the given product. From a dataset of Full USPTO retrosynthesis dataset with 1.9M reactions from patents (1976-2016). (1) Given the product [CH2:1]([O:8][C:9]1[CH:10]=[CH:11][C:12]([S:18]([NH2:31])(=[O:20])=[O:19])=[N:13][C:14]=1[N+:15]([O-:17])=[O:16])[C:2]1[CH:7]=[CH:6][CH:5]=[CH:4][CH:3]=1, predict the reactants needed to synthesize it. The reactants are: [CH2:1]([O:8][C:9]1[CH:10]=[CH:11][C:12]([S:18](CCC(OC)=O)(=[O:20])=[O:19])=[N:13][C:14]=1[N+:15]([O-:17])=[O:16])[C:2]1[CH:7]=[CH:6][CH:5]=[CH:4][CH:3]=1.C[O-].[Na+].Cl[N:31]1C(=O)CCC1=O.N. (2) Given the product [CH2:1]([O:8][C:9]1[C:10]([C:30]([F:31])([F:33])[F:32])=[C:11]2[C:16](=[CH:17][CH:18]=1)[CH:15]=[C:14]([C:19]1([NH2:27])[CH2:20][O:21][C:22]([CH3:26])([CH3:25])[O:23][CH2:24]1)[CH:13]=[CH:12]2)[C:2]1[CH:3]=[CH:4][CH:5]=[CH:6][CH:7]=1, predict the reactants needed to synthesize it. The reactants are: [CH2:1]([O:8][C:9]1[C:10]([C:30]([F:33])([F:32])[F:31])=[C:11]2[C:16](=[CH:17][CH:18]=1)[CH:15]=[C:14]([C:19]1([N+:27]([O-])=O)[CH2:24][O:23][C:22]([CH3:26])([CH3:25])[O:21][CH2:20]1)[CH:13]=[CH:12]2)[C:2]1[CH:7]=[CH:6][CH:5]=[CH:4][CH:3]=1.C(O)(=O)C. (3) Given the product [F:1][C@H:2]([C:4]1[S:8][C:7]2=[N:9][C:10]([C:12]3[O:13][C:14]4[CH:20]=[C:19]([O:21][CH3:22])[CH:18]=[C:17]([O:23][CH2:25][C:26]5[N:31]=[C:30]([C:32]6([OH:38])[CH2:37][CH2:36][O:35][CH2:34][CH2:33]6)[CH:29]=[CH:28][CH:27]=5)[C:15]=4[CH:16]=3)=[CH:11][N:6]2[N:5]=1)[CH3:3], predict the reactants needed to synthesize it. The reactants are: [F:1][C@H:2]([C:4]1[S:8][C:7]2=[N:9][C:10]([C:12]3[O:13][C:14]4[C:15](=[C:17]([OH:23])[CH:18]=[C:19]([O:21][CH3:22])[CH:20]=4)[CH:16]=3)=[CH:11][N:6]2[N:5]=1)[CH3:3].O[CH2:25][C:26]1[N:31]=[C:30]([C:32]2([OH:38])[CH2:37][CH2:36][O:35][CH2:34][CH2:33]2)[CH:29]=[CH:28][CH:27]=1.C(P(CCCC)CCCC)CCC.N(C(N1CCCCC1)=O)=NC(N1CCCCC1)=O. (4) Given the product [NH2:29][C:20]1[N:21]=[C:1]([CH3:2])[C:4]2[C:9](=[O:10])[CH2:8][CH:7]([C:11]3[CH:16]=[CH:15][CH:14]=[CH:13][C:12]=3[Br:17])[CH2:6][C:5]=2[N:19]=1, predict the reactants needed to synthesize it. The reactants are: [C:1]([CH:4]1[C:9](=[O:10])[CH2:8][CH:7]([C:11]2[CH:16]=[CH:15][CH:14]=[CH:13][C:12]=2[Br:17])[CH2:6][C:5]1=O)(=O)[CH3:2].[NH2:19][C:20]1[N:29]=C(C)C2C(=O)CC(C3C=CC(F)=CC=3)CC=2[N:21]=1. (5) Given the product [Cl:15][C:10]1[CH:9]=[CH:8][C:7]([OH:11])=[CH:6][C:5]=1[O:4][CH2:1][CH2:2][CH3:3], predict the reactants needed to synthesize it. The reactants are: [CH2:1]([O:4][C:5]1[CH:6]=[C:7]([OH:11])[CH:8]=[CH:9][CH:10]=1)[CH2:2][CH3:3].S(Cl)([Cl:15])(=O)=O. (6) Given the product [CH:5]([C:4]1[CH:3]=[C:2]([CH:9]=[CH:8][CH:7]=1)[O:1][CH:11]1[CH2:16][CH2:15][N:14]([C:17]([O:19][C:20]([CH3:23])([CH3:22])[CH3:21])=[O:18])[CH2:13][CH2:12]1)=[O:6], predict the reactants needed to synthesize it. The reactants are: [OH:1][C:2]1[CH:3]=[C:4]([CH:7]=[CH:8][CH:9]=1)[CH:5]=[O:6].O[CH:11]1[CH2:16][CH2:15][N:14]([C:17]([O:19][C:20]([CH3:23])([CH3:22])[CH3:21])=[O:18])[CH2:13][CH2:12]1.C1(P(C2C=CC=CC=2)C2C=CC=CC=2)C=CC=CC=1.CCOC(/N=N/C(OCC)=O)=O.C([O-])(O)=O.[Na+]. (7) Given the product [F:11][C:12]1[CH:17]=[CH:16][C:15]([CH2:18][O:19][C:20]2[CH:34]=[CH:33][C:32]([CH2:35][N:1]3[CH2:6][CH2:5][O:4][CH2:3][CH2:2]3)=[CH:31][C:21]=2[C:22]([NH:24][C:25]2[CH:26]=[N:27][CH:28]=[CH:29][CH:30]=2)=[O:23])=[CH:14][CH:13]=1, predict the reactants needed to synthesize it. The reactants are: [NH:1]1[CH2:6][CH2:5][O:4][CH2:3][CH2:2]1.C(O)(=O)C.[F:11][C:12]1[CH:17]=[CH:16][C:15]([CH2:18][O:19][C:20]2[CH:34]=[CH:33][C:32]([CH:35]=O)=[CH:31][C:21]=2[C:22]([NH:24][C:25]2[CH:26]=[N:27][CH:28]=[CH:29][CH:30]=2)=[O:23])=[CH:14][CH:13]=1.C(O[BH-](OC(=O)C)OC(=O)C)(=O)C.[Na+].C(=O)([O-])O.[Na+]. (8) Given the product [CH2:6]([C:30]1[CH:31]=[C:32]2[C:37](=[CH:38][CH:39]=1)[CH:36]=[C:35]([O:40][CH3:41])[CH:34]=[CH:33]2)[CH2:7][CH2:8][CH2:9][CH2:10][CH2:11][CH2:12][CH2:13][CH2:14][CH3:15], predict the reactants needed to synthesize it. The reactants are: C1COCC1.[CH2:6]([Mg]Br)[CH2:7][CH2:8][CH2:9][CH2:10][CH2:11][CH2:12][CH2:13][CH2:14][CH3:15].C(Br)CCCCCCCCC.Br[C:30]1[CH:31]=[C:32]2[C:37](=[CH:38][CH:39]=1)[CH:36]=[C:35]([O:40][CH3:41])[CH:34]=[CH:33]2. (9) Given the product [NH2:36][C:37]1[CH:42]=[C:41]([C:22]2[CH:23]=[CH:24][CH:25]=[C:26]3[C:21]=2[CH:20]=[CH:19][N:18]=[C:17]3[C:15]2[CH:14]=[CH:13][C:10]([C:11]([NH2:12])=[O:45])=[C:9]([NH:8][CH:5]3[CH2:4][CH2:3][CH:2]([OH:1])[CH2:7][CH2:6]3)[CH:16]=2)[CH:40]=[N:39][CH:38]=1, predict the reactants needed to synthesize it. The reactants are: [OH:1][CH:2]1[CH2:7][CH2:6][CH:5]([NH:8][C:9]2[CH:16]=[C:15]([C:17]3[C:26]4[C:21](=[C:22](B5OC(C)(C)C(C)(C)O5)[CH:23]=[CH:24][CH:25]=4)[CH:20]=[CH:19][N:18]=3)[CH:14]=[CH:13][C:10]=2[C:11]#[N:12])[CH2:4][CH2:3]1.[NH2:36][C:37]1[CH:38]=[N:39][CH:40]=[C:41](Br)[CH:42]=1.C(=O)([O-])[O-:45].[Na+].[Na+]. (10) Given the product [N:11]1[CH:12]=[CH:13][CH:14]=[CH:15][C:10]=1[C:2]1[S:6][CH:5]=[C:4]([CH:7]=[O:8])[CH:3]=1, predict the reactants needed to synthesize it. The reactants are: Br[C:2]1[S:6][CH:5]=[C:4]([CH:7]=[O:8])[CH:3]=1.Br[C:10]1[CH:15]=[CH:14][CH:13]=[CH:12][N:11]=1.BrC1C=CC(C=O)=C(F)C=1.BrC1N=CC=CN=1.